This data is from Reaction yield outcomes from USPTO patents with 853,638 reactions. The task is: Predict the reaction yield, written as a fraction of the theoretical maximum amount of product (1.0 means a 100% yield; for example, 0.34 means a 34% yield). (1) The reactants are [OH:1][C:2]1[NH:6][N:5]=[C:4]([C:7]([O:9][CH2:10][CH3:11])=[O:8])[CH:3]=1.C(=O)([O-])[O-].[K+].[K+].Br[CH:19]1[C:24](=[O:25])[CH2:23][CH2:22][O:21][CH2:20]1. The catalyst is C(#N)C. The product is [CH2:10]([O:9][C:7]([C:4]1[CH:3]=[C:2]([O:1][CH:19]2[C:24](=[O:25])[CH2:23][CH2:22][O:21][CH2:20]2)[NH:6][N:5]=1)=[O:8])[CH3:11]. The yield is 0.780. (2) The reactants are [Cl:1][C:2]1[CH:3]=[C:4]([NH:17][C:18]([C:20]2[S:24][C:23]3[CH:25]=[CH:26][C:27]([NH:29][S:30]([CH3:33])(=[O:32])=[O:31])=[CH:28][C:22]=3[CH:21]=2)=[O:19])[CH:5]=[C:6]([NH:8][C:9]2[CH:14]=[CH:13][C:12]([F:15])=[CH:11][C:10]=2[F:16])[CH:7]=1.C=O.[CH3:36]C(O)=O.[BH3-]C#N.[Na+]. The catalyst is CC#N.O. The product is [Cl:1][C:2]1[CH:3]=[C:4]([NH:17][C:18]([C:20]2[S:24][C:23]3[CH:25]=[CH:26][C:27]([NH:29][S:30]([CH3:33])(=[O:31])=[O:32])=[CH:28][C:22]=3[CH:21]=2)=[O:19])[CH:5]=[C:6]([N:8]([C:9]2[CH:14]=[CH:13][C:12]([F:15])=[CH:11][C:10]=2[F:16])[CH3:36])[CH:7]=1. The yield is 0.170. (3) The yield is 0.920. The product is [C:17]([O:16][C:14]([N:10]1[CH2:11][CH2:12][O:13][C@@H:8]([C:7]([OH:2])=[O:6])[CH2:9]1)=[O:15])([CH3:20])([CH3:19])[CH3:18]. The catalyst is CC(C)=O.CC1(C)N([O])C(C)(C)CCC1.CC(O)C. The reactants are C([O-])(O)=[O:2].[Na+].[OH:6][CH2:7][C@@H:8]1[O:13][CH2:12][CH2:11][N:10]([C:14]([O:16][C:17]([CH3:20])([CH3:19])[CH3:18])=[O:15])[CH2:9]1.[Na+].[Br-].ClN1C(=O)N(Cl)C(=O)N(Cl)C1=O. (4) The reactants are [C:1]([O:5][C:6](=[O:29])[NH:7][CH2:8][CH2:9][CH2:10][C:11]1([C:23]2[CH:28]=[CH:27][CH:26]=[CH:25][CH:24]=2)[NH:15][N:14]=[C:13]([C:16]2[CH:21]=[CH:20][CH:19]=[C:18]([F:22])[CH:17]=2)[S:12]1)([CH3:4])([CH3:3])[CH3:2].C(N(CC)CC)C.[C:37](Cl)(=[O:41])[CH:38]([CH3:40])[CH3:39]. The catalyst is C(Cl)Cl. The product is [C:1]([O:5][C:6](=[O:29])[NH:7][CH2:8][CH2:9][CH2:10][C:11]1([C:23]2[CH:24]=[CH:25][CH:26]=[CH:27][CH:28]=2)[N:15]([C:37](=[O:41])[CH:38]([CH3:40])[CH3:39])[N:14]=[C:13]([C:16]2[CH:21]=[CH:20][CH:19]=[C:18]([F:22])[CH:17]=2)[S:12]1)([CH3:4])([CH3:2])[CH3:3]. The yield is 0.750. (5) The reactants are [OH:1][CH2:2][C@@H:3]([NH:5][C:6](=[O:16])[CH2:7][N:8]1[CH:12]=[C:11]([N+:13]([O-])=O)[CH:10]=[N:9]1)[CH3:4]. The catalyst is C1COCC1.[Pd]. The product is [NH2:13][C:11]1[CH:10]=[N:9][N:8]([CH2:7][C:6]([NH:5][C@@H:3]([CH3:4])[CH2:2][OH:1])=[O:16])[CH:12]=1. The yield is 1.00. (6) The reactants are C(OC(=O)[N:7]([CH2:24][C:25]1[CH:30]=[CH:29][C:28]([F:31])=[CH:27][CH:26]=1)[C:8]1[S:9][C:10]([C:13]([C:15]2[C:23]3[C:18](=[N:19][CH:20]=[CH:21][CH:22]=3)[NH:17][CH:16]=2)=[O:14])=[CH:11][N:12]=1)(C)(C)C.Cl.C(=O)(O)[O-].[Na+]. The catalyst is ClCCl. The product is [F:31][C:28]1[CH:29]=[CH:30][C:25]([CH2:24][NH:7][C:8]2[S:9][C:10]([C:13]([C:15]3[C:23]4[C:18](=[N:19][CH:20]=[CH:21][CH:22]=4)[NH:17][CH:16]=3)=[O:14])=[CH:11][N:12]=2)=[CH:26][CH:27]=1. The yield is 0.100.